The task is: Regression. Given two drug SMILES strings and cell line genomic features, predict the synergy score measuring deviation from expected non-interaction effect.. This data is from NCI-60 drug combinations with 297,098 pairs across 59 cell lines. (1) Drug 1: C1=C(C(=O)NC(=O)N1)N(CCCl)CCCl. Drug 2: CC1CCCC2(C(O2)CC(NC(=O)CC(C(C(=O)C(C1O)C)(C)C)O)C(=CC3=CSC(=N3)C)C)C. Cell line: MALME-3M. Synergy scores: CSS=13.1, Synergy_ZIP=-5.70, Synergy_Bliss=-0.975, Synergy_Loewe=-5.08, Synergy_HSA=-2.93. (2) Drug 1: CS(=O)(=O)CCNCC1=CC=C(O1)C2=CC3=C(C=C2)N=CN=C3NC4=CC(=C(C=C4)OCC5=CC(=CC=C5)F)Cl. Drug 2: CC(C)CN1C=NC2=C1C3=CC=CC=C3N=C2N. Cell line: SNB-19. Synergy scores: CSS=0.0665, Synergy_ZIP=-1.08, Synergy_Bliss=-4.52, Synergy_Loewe=-4.65, Synergy_HSA=-5.09.